From a dataset of Peptide-MHC class II binding affinity with 134,281 pairs from IEDB. Regression. Given a peptide amino acid sequence and an MHC pseudo amino acid sequence, predict their binding affinity value. This is MHC class II binding data. (1) The peptide sequence is LKALTTKHPSLNIIT. The MHC is DRB5_0101 with pseudo-sequence DRB5_0101. The binding affinity (normalized) is 0.661. (2) The peptide sequence is RNFYFINRLTGYLRN. The MHC is DRB1_1101 with pseudo-sequence DRB1_1101. The binding affinity (normalized) is 0.630.